Dataset: HIV replication inhibition screening data with 41,000+ compounds from the AIDS Antiviral Screen. Task: Binary Classification. Given a drug SMILES string, predict its activity (active/inactive) in a high-throughput screening assay against a specified biological target. (1) The compound is COc1ccc(NC(=O)CC(=O)n2nc(-c3ccccc3)c(N=Nc3ccccc3C)c2-c2ccccc2)cc1. The result is 0 (inactive). (2) The drug is CSc1n[n+](C)cc(N)c1N.[I-]. The result is 0 (inactive). (3) The result is 0 (inactive). The molecule is CC1CCCC2=C1C(c1ccc(Cl)cc1)n1c(sc(=Cc3ccc(Cl)cc3)c1=O)=N2. (4) The molecule is COc1ccc2c(CCNS(=O)(=O)c3ccccc3)c(C(C)=O)[nH]c2c1[N+](=O)[O-]. The result is 0 (inactive). (5) The molecule is Cc1cc2oc(=O)[nH]c(=S)c2c(C)c1C. The result is 0 (inactive). (6) The drug is CCOP(=O)(OCC)C(C)(C)N(C)C(F)=NC(F)(F)F. The result is 0 (inactive).